Dataset: Forward reaction prediction with 1.9M reactions from USPTO patents (1976-2016). Task: Predict the product of the given reaction. (1) Given the reactants [CH3:1][O:2][C:3]([CH:5]1[CH2:8][N:7]([C:9]2[CH:14]=[CH:13][C:12]([CH:15]=O)=[CH:11][CH:10]=2)[CH2:6]1)=[O:4].C([O-])(=O)C.[Na+].Cl.[NH2:23][OH:24], predict the reaction product. The product is: [CH3:1][O:2][C:3]([CH:5]1[CH2:8][N:7]([C:9]2[CH:14]=[CH:13][C:12]([CH:15]=[N:23][OH:24])=[CH:11][CH:10]=2)[CH2:6]1)=[O:4]. (2) Given the reactants C(=O)(O)[O-].[Na+].[Br:6][CH2:7][C:8](Br)=[O:9].[C:11]([O:15][C:16](=[O:37])[NH:17][C:18]([CH3:36])([CH3:35])[CH2:19][NH:20][C:21]1[CH:26]=[CH:25][CH:24]=[CH:23][C:22]=1[O:27][CH2:28][C:29]1[CH:34]=[CH:33][CH:32]=[CH:31][CH:30]=1)([CH3:14])([CH3:13])[CH3:12].C(OCC)(=O)C, predict the reaction product. The product is: [C:11]([O:15][C:16](=[O:37])[NH:17][C:18]([CH3:36])([CH3:35])[CH2:19][N:20]([C:21]1[CH:26]=[CH:25][CH:24]=[CH:23][C:22]=1[O:27][CH2:28][C:29]1[CH:30]=[CH:31][CH:32]=[CH:33][CH:34]=1)[C:8](=[O:9])[CH2:7][Br:6])([CH3:14])([CH3:12])[CH3:13]. (3) Given the reactants [CH2:1]([O:8][C:9]1[CH:14]=[CH:13][C:12](B(O)O)=[CH:11][CH:10]=1)[C:2]1[CH:7]=[CH:6][CH:5]=[CH:4][CH:3]=1.Br[C:19]1[CH:20]=[CH:21][C:22]([OH:28])=[C:23]([CH:27]=1)[C:24]([OH:26])=[O:25], predict the reaction product. The product is: [CH2:1]([O:8][C:9]1[CH:14]=[CH:13][C:12]([C:19]2[CH:20]=[CH:21][C:22]([OH:28])=[C:23]([C:24]([OH:26])=[O:25])[CH:27]=2)=[CH:11][CH:10]=1)[C:2]1[CH:7]=[CH:6][CH:5]=[CH:4][CH:3]=1. (4) Given the reactants [C:1]([C:9]([C:15]1[CH:16]=[CH:17][C:18](=[O:22])[N:19]([CH3:21])[N:20]=1)=[C:10](SC)[S:11][CH3:12])(=O)[C:2]1[CH:7]=[CH:6][CH:5]=[CH:4][CH:3]=1.C(=O)(O)O.[NH2:27][C:28]([NH2:30])=[NH:29], predict the reaction product. The product is: [NH2:30][C:28]1[N:29]=[C:10]([S:11][CH3:12])[C:9]([C:15]2[CH:16]=[CH:17][C:18](=[O:22])[N:19]([CH3:21])[N:20]=2)=[C:1]([C:2]2[CH:7]=[CH:6][CH:5]=[CH:4][CH:3]=2)[N:27]=1. (5) Given the reactants [C:1]([OH:6])(=[O:5])[CH:2]([CH3:4])[OH:3].[C:7](OC(=O)C)(=[O:9])[CH3:8], predict the reaction product. The product is: [C:7]([O:3][C@@H:2]([CH3:4])[C:1]([OH:6])=[O:5])(=[O:9])[CH3:8]. (6) Given the reactants [NH2:1][CH2:2][CH:3]1[CH2:8][CH2:7][C:6]2([C:12]3[CH:13]=[CH:14][CH:15]=[CH:16][C:11]=3[C:10](=[O:17])[O:9]2)[CH2:5][CH2:4]1.Cl[C:19]1[C:24]([N+:25]([O-:27])=[O:26])=[C:23]([CH3:28])[CH:22]=[CH:21][N:20]=1.CCN(CC)CC, predict the reaction product. The product is: [CH3:28][C:23]1[CH:22]=[CH:21][N:20]=[C:19]([NH:1][CH2:2][CH:3]2[CH2:8][CH2:7][C:6]3([C:12]4[CH:13]=[CH:14][CH:15]=[CH:16][C:11]=4[C:10](=[O:17])[O:9]3)[CH2:5][CH2:4]2)[C:24]=1[N+:25]([O-:27])=[O:26]. (7) Given the reactants [Cl:1][C:2]1[CH:7]=[C:6]([NH:8][C:9]2[CH:14]=[CH:13][C:12]([F:15])=[CH:11][C:10]=2[F:16])[CH:5]=[CH:4][C:3]=1[C:17]([C:19]1[CH:24]=[C:23]([N:25]2[CH:29]=[C:28]([CH2:30][CH2:31][N:32]3CC[O:35][CH2:34][CH2:33]3)[N:27]=[N:26]2)[CH:22]=[CH:21][C:20]=1[CH3:38])=[O:18].ClC1C=C(NC2C=CC(F)=CC=2F)C=CC=1C(C1C=C(N2C=C(CCOS(C3C=CC(C)=CC=3)(=O)=O)N=N2)C=CC=1C)=O.NCCO, predict the reaction product. The product is: [Cl:1][C:2]1[CH:7]=[C:6]([NH:8][C:9]2[CH:14]=[CH:13][C:12]([F:15])=[CH:11][C:10]=2[F:16])[CH:5]=[CH:4][C:3]=1[C:17]([C:19]1[CH:24]=[C:23]([N:25]2[CH:29]=[C:28]([CH2:30][CH2:31][NH:32][CH2:33][CH2:34][OH:35])[N:27]=[N:26]2)[CH:22]=[CH:21][C:20]=1[CH3:38])=[O:18].